From a dataset of Forward reaction prediction with 1.9M reactions from USPTO patents (1976-2016). Predict the product of the given reaction. (1) The product is: [OH:31][N:30]=[C:2]1[C:10]2[C:5](=[CH:6][CH:7]=[C:8]([O:11][CH2:12][CH2:13][CH2:14][C:15]3[CH:20]=[CH:19][CH:18]=[CH:17][CH:16]=3)[CH:9]=2)[C:4]([C:21]2[CH:26]=[CH:25][CH:24]=[CH:23][CH:22]=2)=[C:3]1[C:27]#[N:28]. Given the reactants O=[C:2]1[C:10]2[C:5](=[CH:6][CH:7]=[C:8]([O:11][CH2:12][CH2:13][CH2:14][C:15]3[CH:20]=[CH:19][CH:18]=[CH:17][CH:16]=3)[CH:9]=2)[C:4]([C:21]2[CH:26]=[CH:25][CH:24]=[CH:23][CH:22]=2)=[C:3]1[C:27]#[N:28].Cl.[NH2:30][OH:31].N1C=CC=CC=1, predict the reaction product. (2) Given the reactants [CH:1](=O)[C:2]1[CH:7]=[CH:6][CH:5]=[CH:4][CH:3]=1.[NH2:9][CH:10]1[CH2:15][CH2:14][NH:13][CH2:12][CH2:11]1, predict the reaction product. The product is: [C:2]1([CH:1]=[N:9][CH:10]2[CH2:15][CH2:14][NH:13][CH2:12][CH2:11]2)[CH:7]=[CH:6][CH:5]=[CH:4][CH:3]=1. (3) Given the reactants Cl[CH2:2][C:3]([C:5]1([C:11]2[CH:16]=[CH:15][C:14]([Cl:17])=[CH:13][CH:12]=2)[CH2:10][CH2:9][CH2:8][CH2:7][CH2:6]1)=O.[I-].[Na+].[O:20]1[CH2:25][CH2:24][N:23]([CH2:26][CH2:27][CH2:28][NH:29][C:30]([NH2:32])=[S:31])[CH2:22][CH2:21]1, predict the reaction product. The product is: [Cl:17][C:14]1[CH:15]=[CH:16][C:11]([C:5]2([C:3]3[N:32]=[C:30]([NH:29][CH2:28][CH2:27][CH2:26][N:23]4[CH2:22][CH2:21][O:20][CH2:25][CH2:24]4)[S:31][CH:2]=3)[CH2:10][CH2:9][CH2:8][CH2:7][CH2:6]2)=[CH:12][CH:13]=1.